This data is from Reaction yield outcomes from USPTO patents with 853,638 reactions. The task is: Predict the reaction yield, written as a fraction of the theoretical maximum amount of product (1.0 means a 100% yield; for example, 0.34 means a 34% yield). (1) The reactants are [CH2:1]([O:3][CH2:4][C:5]1[C:9]2[CH:10]=[N:11][C:12]([NH:14][C:15]([NH:17][C@@H:18]([C:20]3[CH:25]=[CH:24][CH:23]=[CH:22][CH:21]=3)[CH3:19])=[O:16])=[CH:13][C:8]=2[N:7](C(C2C=CC=CC=2)(C2C=CC=CC=2)C2C=CC=CC=2)[N:6]=1)[CH3:2].FC(F)(F)C(O)=O.C([SiH](CC)CC)C. The catalyst is ClCCl. The product is [CH2:1]([O:3][CH2:4][C:5]1[C:9]2[CH:10]=[N:11][C:12]([NH:14][C:15]([NH:17][C@@H:18]([C:20]3[CH:21]=[CH:22][CH:23]=[CH:24][CH:25]=3)[CH3:19])=[O:16])=[CH:13][C:8]=2[NH:7][N:6]=1)[CH3:2]. The yield is 0.281. (2) The reactants are [Cl:1][C:2]1[C:3]([CH3:21])=[C:4]([S:8]([NH:11][C:12]2[S:13][C:14]([CH2:17][C:18]([OH:20])=O)=[CH:15][N:16]=2)(=[O:10])=[O:9])[CH:5]=[CH:6][CH:7]=1.CCN=C=NCCCN(C)C.C(N(CC)CC)C.[NH:40]1[CH2:45][CH2:44][O:43][CH2:42][CH2:41]1. The catalyst is C(Cl)Cl.CN(C=O)C.CN(C1C=CN=CC=1)C. The product is [Cl:1][C:2]1[C:3]([CH3:21])=[C:4]([S:8]([NH:11][C:12]2[S:13][C:14]([CH2:17][C:18]([N:40]3[CH2:45][CH2:44][O:43][CH2:42][CH2:41]3)=[O:20])=[CH:15][N:16]=2)(=[O:9])=[O:10])[CH:5]=[CH:6][CH:7]=1. The yield is 0.100.